Dataset: Forward reaction prediction with 1.9M reactions from USPTO patents (1976-2016). Task: Predict the product of the given reaction. (1) Given the reactants S(=O)(=O)(O)O.N[C:7]1[CH:8]=[N:9][C:10]([C:13]2[CH:22]=[CH:21][CH:20]=[CH:19][C:14]=2[C:15]([O:17][CH3:18])=[O:16])=[CH:11][CH:12]=1.[Br-].[Na+].N([O-])=O.[Na+].S(N)(=O)(=O)O.[OH-].[Na+].[C:36]([O:39]C(=O)C)(=[O:38])[CH3:37], predict the reaction product. The product is: [C:36]([O:39][C:7]1[CH:12]=[CH:11][C:10]([C:13]2[CH:22]=[CH:21][CH:20]=[CH:19][C:14]=2[C:15]([O:17][CH3:18])=[O:16])=[N:9][CH:8]=1)(=[O:38])[CH3:37]. (2) Given the reactants [CH3:1][C:2]1[O:3][C:4]2[CH:10]=[CH:9][C:8]([C:11]3[CH:12]=[N:13][C:14]([O:17][C@@H:18]4[CH:23]5[CH2:24][CH2:25][N:20]([CH2:21][CH2:22]5)[CH2:19]4)=[N:15][CH:16]=3)=[CH:7][C:5]=2[N:6]=1.[ClH:26], predict the reaction product. The product is: [ClH:26].[CH3:1][C:2]1[O:3][C:4]2[CH:10]=[CH:9][C:8]([C:11]3[CH:12]=[N:13][C:14]([O:17][C@@H:18]4[CH:23]5[CH2:22][CH2:21][N:20]([CH2:25][CH2:24]5)[CH2:19]4)=[N:15][CH:16]=3)=[CH:7][C:5]=2[N:6]=1. (3) Given the reactants [C:1]([O:5][C:6]([N:8]1[C:16]2[C:11](=[CH:12][C:13]([C:17]([CH3:25])([CH3:24])[O:18][SiH2:19][C:20]([CH3:23])([CH3:22])[CH3:21])=[CH:14][CH:15]=2)[CH:10]=[C:9]1[C:26]1[C:27](=[O:41])[N:28]([CH2:33][O:34][CH2:35][CH2:36][Si:37]([CH3:40])([CH3:39])[CH3:38])[CH:29]=[C:30]([NH2:32])[CH:31]=1)=[O:7])([CH3:4])([CH3:3])[CH3:2].[CH2:42](N(CC)CC)C.[CH2:49]([N:56]1[CH:60]=[C:59]([C:61](Cl)=[O:62])[CH:58]=[N:57]1)[C:50]1[CH:55]=[CH:54][CH:53]=[CH:52][CH:51]=1, predict the reaction product. The product is: [C:1]([O:5][C:6]([N:8]1[C:16]2[C:11](=[CH:12][C:13]([C:17]([CH3:25])([CH3:24])[O:18][SiH2:19][C:20]([CH3:23])([CH3:22])[CH3:21])=[CH:14][CH:15]=2)[CH:10]=[C:9]1[C:26]1[C:27](=[O:41])[N:28]([CH2:33][O:34][CH2:35][CH2:36][Si:37]([CH3:40])([CH3:39])[CH3:38])[CH:29]=[C:30]([NH:32][C:61]([C:59]2[CH:58]=[N:57][N:56]([CH2:49][C:50]3[CH:55]=[CH:54][C:53]([CH3:42])=[CH:52][CH:51]=3)[CH:60]=2)=[O:62])[CH:31]=1)=[O:7])([CH3:2])([CH3:4])[CH3:3].